Task: Regression. Given two drug SMILES strings and cell line genomic features, predict the synergy score measuring deviation from expected non-interaction effect.. Dataset: NCI-60 drug combinations with 297,098 pairs across 59 cell lines Drug 1: CS(=O)(=O)OCCCCOS(=O)(=O)C. Drug 2: CN(C(=O)NC(C=O)C(C(C(CO)O)O)O)N=O. Cell line: IGROV1. Synergy scores: CSS=1.05, Synergy_ZIP=0.571, Synergy_Bliss=1.67, Synergy_Loewe=2.43, Synergy_HSA=-0.873.